This data is from Reaction yield outcomes from USPTO patents with 853,638 reactions. The task is: Predict the reaction yield, written as a fraction of the theoretical maximum amount of product (1.0 means a 100% yield; for example, 0.34 means a 34% yield). (1) The reactants are C(O[C:6](=O)[N:7]([CH:9]1[CH:13]([C:14]2[CH:19]=[CH:18][C:17]([Cl:20])=[C:16]([Cl:21])[CH:15]=2)[CH2:12][N:11]([C:22](=[O:31])[C:23]2[CH:28]=[CH:27][C:26]([C:29]#[N:30])=[CH:25][CH:24]=2)[CH2:10]1)C)(C)(C)C.C(O)(C(F)(F)F)=O.C([O-])(O)=O.[Na+]. The catalyst is C(Cl)Cl. The product is [Cl:21][C:16]1[CH:15]=[C:14]([CH:13]2[CH:9]([NH:7][CH3:6])[CH2:10][N:11]([C:22]([C:23]3[CH:24]=[CH:25][C:26]([C:29]#[N:30])=[CH:27][CH:28]=3)=[O:31])[CH2:12]2)[CH:19]=[CH:18][C:17]=1[Cl:20]. The yield is 0.920. (2) The reactants are [NH2:1][C:2]1[C:3]([CH3:13])=[C:4]([CH:9]=[C:10]([Cl:12])[CH:11]=1)[C:5]([O:7][CH3:8])=[O:6].O=[C:15]1[CH2:20][CH2:19][N:18]([C:21]([O:23][C:24]([CH3:27])([CH3:26])[CH3:25])=[O:22])[CH2:17][CH2:16]1.C(O)(=O)C.C(O[BH-](OC(=O)C)OC(=O)C)(=O)C.[Na+]. The catalyst is ClC(Cl)C. The product is [Cl:12][C:10]1[CH:9]=[C:4]([C:5]([O:7][CH3:8])=[O:6])[C:3]([CH3:13])=[C:2]([NH:1][CH:15]2[CH2:20][CH2:19][N:18]([C:21]([O:23][C:24]([CH3:27])([CH3:26])[CH3:25])=[O:22])[CH2:17][CH2:16]2)[CH:11]=1. The yield is 0.650. (3) The reactants are [CH3:1][O:2][C:3]1[CH:27]=[C:26]([O:28][CH3:29])[CH:25]=[CH:24][C:4]=1[CH2:5][N:6]([C:18]1[CH:23]=[CH:22][N:21]=[CH:20][N:19]=1)[S:7]([C:10]1[CH:15]=[CH:14][C:13](F)=[CH:12][C:11]=1[F:17])(=[O:9])=[O:8].[F:30][C:31]1([F:44])[CH2:36][CH2:35][C@H:34]([OH:37])[C@@H:33]([C:38]2[N:42]([CH3:43])[N:41]=[CH:40][CH:39]=2)[CH2:32]1.[H-].[Na+]. The catalyst is CN(C=O)C. The product is [F:44][C:31]1([F:30])[CH2:36][CH2:35][C@H:34]([O:37][C:13]2[CH:14]=[CH:15][C:10]([S:7]([N:6]([CH2:5][C:4]3[CH:24]=[CH:25][C:26]([O:28][CH3:29])=[CH:27][C:3]=3[O:2][CH3:1])[C:18]3[CH:23]=[CH:22][N:21]=[CH:20][N:19]=3)(=[O:9])=[O:8])=[C:11]([F:17])[CH:12]=2)[C@@H:33]([C:38]2[N:42]([CH3:43])[N:41]=[CH:40][CH:39]=2)[CH2:32]1. The yield is 0.390. (4) The product is [CH2:1]([NH:3][C:4]([NH:14][CH2:13][CH2:12][CH2:11][N:6]1[CH2:10][CH2:9][CH2:8][CH2:7]1)=[O:5])[CH3:2]. The reactants are [CH2:1]([N:3]=[C:4]=[O:5])[CH3:2].[N:6]1([CH2:11][CH2:12][CH2:13][NH2:14])[CH2:10][CH2:9][CH2:8][CH2:7]1. The yield is 0.964. The catalyst is C(Cl)(Cl)Cl. (5) The reactants are [OH:1][C@@H:2]1[CH2:20][CH2:19][C@@:18]2([CH3:21])[C@H:4]([CH2:5][CH2:6][C@@H:7]3[C:17]2=[CH:16][CH2:15][C@@:14]2([CH3:22])[C@H:8]3[CH2:9][CH2:10]/[C:11]/2=[CH:12]/[CH3:13])[CH2:3]1.C(N(CC)CC)C.[C:30](OC(=O)C)(=[O:32])[CH3:31]. The catalyst is C(Cl)Cl.CN(C1C=CN=CC=1)C. The product is [C:30]([O:1][C@@H:2]1[CH2:20][CH2:19][C@@:18]2([CH3:21])[C@H:4]([CH2:5][CH2:6][C@@H:7]3[C:17]2=[CH:16][CH2:15][C@@:14]2([CH3:22])[C@H:8]3[CH2:9][CH2:10]/[C:11]/2=[CH:12]/[CH3:13])[CH2:3]1)(=[O:32])[CH3:31]. The yield is 0.950. (6) The reactants are [F:1][C:2]1[CH:7]=[CH:6][C:5]([C@:8]2([CH2:32][C:33]([OH:36])([CH3:35])[CH3:34])[O:13][C:12](=[O:14])[N:11]([C@H:15]([C:17]3[CH:22]=[CH:21][C:20](B4OC(C)(C)C(C)(C)O4)=[CH:19][CH:18]=3)[CH3:16])[CH2:10][CH2:9]2)=[CH:4][CH:3]=1.Br[C:38]1[CH:39]=[CH:40][C:41](=[O:45])[N:42]([CH3:44])[CH:43]=1.C([O-])([O-])=O.[Cs+].[Cs+]. The catalyst is O1CCOCC1.CCOC(C)=O. The product is [F:1][C:2]1[CH:3]=[CH:4][C:5]([C@:8]2([CH2:32][C:33]([OH:36])([CH3:35])[CH3:34])[O:13][C:12](=[O:14])[N:11]([C@H:15]([C:17]3[CH:18]=[CH:19][C:20]([C:38]4[CH:39]=[CH:40][C:41](=[O:45])[N:42]([CH3:44])[CH:43]=4)=[CH:21][CH:22]=3)[CH3:16])[CH2:10][CH2:9]2)=[CH:6][CH:7]=1. The yield is 0.220. (7) The reactants are Br[C:2]1[N:3]([S:16]([C:19]2[CH:20]=[N:21][CH:22]=[CH:23][CH:24]=2)(=[O:18])=[O:17])[C:4]([C:9]2[CH:14]=[CH:13][CH:12]=[CH:11][C:10]=2[F:15])=[CH:5][C:6]=1[CH:7]=[O:8].[Cu][C:26]#[N:27]. The catalyst is O1CCOCC1.C(OCC)(=O)C.C1C=CC(/C=C/C(/C=C/C2C=CC=CC=2)=O)=CC=1.C1C=CC(/C=C/C(/C=C/C2C=CC=CC=2)=O)=CC=1.C1C=CC(/C=C/C(/C=C/C2C=CC=CC=2)=O)=CC=1.[Pd].[Pd].C1(P(C2C=CC=CC=2)[C-]2C=CC=C2)C=CC=CC=1.[C-]1(P(C2C=CC=CC=2)C2C=CC=CC=2)C=CC=C1.[Fe+2]. The product is [F:15][C:10]1[CH:11]=[CH:12][CH:13]=[CH:14][C:9]=1[C:4]1[N:3]([S:16]([C:19]2[CH:20]=[N:21][CH:22]=[CH:23][CH:24]=2)(=[O:18])=[O:17])[C:2]([C:26]#[N:27])=[C:6]([CH:7]=[O:8])[CH:5]=1. The yield is 0.570.